From a dataset of Catalyst prediction with 721,799 reactions and 888 catalyst types from USPTO. Predict which catalyst facilitates the given reaction. (1) Product: [CH:2]1([C:8]2[CH:9]=[CH:10][C:11]([C:14](=[O:16])[CH2:15][C:17](=[O:23])[C:18]([O:20][CH2:21][CH3:22])=[O:19])=[CH:12][CH:13]=2)[CH2:3][CH2:4][CH2:5][CH2:6][CH2:7]1. Reactant: [Na].[CH:2]1([C:8]2[CH:13]=[CH:12][C:11]([C:14](=[O:16])[CH3:15])=[CH:10][CH:9]=2)[CH2:7][CH2:6][CH2:5][CH2:4][CH2:3]1.[C:17](OCC)(=[O:23])[C:18]([O:20][CH2:21][CH3:22])=[O:19].CCCCCC. The catalyst class is: 653. (2) Reactant: [CH2:1]([N:8]1[C:12]2[CH:13]=[CH:14][C:15]3[N:16]([C:17]([CH3:20])=[N:18][N:19]=3)[C:11]=2[CH:10]=[C:9]1[C:21](O)=[O:22])[C:2]1[CH:7]=[CH:6][CH:5]=[CH:4][CH:3]=1.[CH:24]([N:27](CC)C(C)C)(C)[CH3:25].F[P-](F)(F)(F)(F)F.C[N+](C)=C(N(C)C)ON1C2N=CC=CC=2N=N1.C(N)C. Product: [CH2:1]([N:8]1[C:12]2[CH:13]=[CH:14][C:15]3[N:16]([C:17]([CH3:20])=[N:18][N:19]=3)[C:11]=2[CH:10]=[C:9]1[C:21]([NH:27][CH2:24][CH3:25])=[O:22])[C:2]1[CH:3]=[CH:4][CH:5]=[CH:6][CH:7]=1. The catalyst class is: 121. (3) Reactant: [OH:1][CH2:2][C:3]1[CH:4]=[CH:5][C:6]2[O:11][CH2:10][C:9](=[O:12])[NH:8][C:7]=2[CH:13]=1.[O:14]1[CH:19]=[CH:18][CH2:17][CH2:16][CH2:15]1.O.C1(C)C=CC(S(O)(=O)=O)=CC=1.C(=O)([O-])O.[Na+]. Product: [O:14]1[CH2:19][CH2:18][CH2:17][CH2:16][CH:15]1[O:1][CH2:2][C:3]1[CH:4]=[CH:5][C:6]2[O:11][CH2:10][C:9](=[O:12])[NH:8][C:7]=2[CH:13]=1. The catalyst class is: 4. (4) Reactant: [CH3:1][S:2]([NH:5][NH2:6])(=[O:4])=[O:3].CCN(C(C)C)C(C)C.C[O:17][C:18](=O)[C:19]1[CH:24]=[C:23]([C:25]2[N:26]([CH3:30])[CH:27]=[CH:28][CH:29]=2)[C:22]([C:31]([F:34])([F:33])[F:32])=[CH:21][C:20]=1[NH:35][C:36](OC1C=CC(Cl)=CC=1)=[O:37]. Product: [CH3:30][N:26]1[CH:27]=[CH:28][CH:29]=[C:25]1[C:23]1[CH:24]=[C:19]2[C:20](=[CH:21][C:22]=1[C:31]([F:32])([F:33])[F:34])[NH:35][C:36](=[O:37])[N:6]([NH:5][S:2]([CH3:1])(=[O:4])=[O:3])[C:18]2=[O:17]. The catalyst class is: 12. (5) Reactant: [Cl:1][C:2]1[CH:28]=[C:27]([Cl:29])[CH:26]=[CH:25][C:3]=1[CH2:4][N:5]1[C:9]([CH2:10][CH2:11][C:12]([O:14]CC)=[O:13])=[CH:8][C:7]([O:17][CH2:18][C:19]2[O:20][C:21]([CH3:24])=[N:22][N:23]=2)=[N:6]1.O.[OH-].[Li+].C(O)(=O)CC(CC(O)=O)(C(O)=O)O. Product: [Cl:1][C:2]1[CH:28]=[C:27]([Cl:29])[CH:26]=[CH:25][C:3]=1[CH2:4][N:5]1[C:9]([CH2:10][CH2:11][C:12]([OH:14])=[O:13])=[CH:8][C:7]([O:17][CH2:18][C:19]2[O:20][C:21]([CH3:24])=[N:22][N:23]=2)=[N:6]1. The catalyst class is: 30. (6) Reactant: Cl.[C:2]1([C@@H:8]2[CH2:10][C@H:9]2[NH2:11])[CH:7]=[CH:6][CH:5]=[CH:4][CH:3]=1.[C:12](=O)([O-])[O-:13].[K+].[K+]. Product: [C:2]1([C@@H:8]2[CH2:10][C@H:9]2[NH:11][CH:12]=[O:13])[CH:7]=[CH:6][CH:5]=[CH:4][CH:3]=1. The catalyst class is: 6. (7) Reactant: [Cl:1][C:2]1[S:32][C:5]2[NH:6][C:7]([C:9]([NH:11][C@@H:12]3[CH2:20][C:19]4[C:14](=[CH:15][CH:16]=[CH:17][CH:18]=4)[C@H:13]3[CH2:21][O:22][CH:23]([CH3:31])[C:24]([O:26]C(C)(C)C)=[O:25])=[O:10])=[CH:8][C:4]=2[CH:3]=1.FC(F)(F)C(O)=O. Product: [Cl:1][C:2]1[S:32][C:5]2[NH:6][C:7]([C:9]([NH:11][C@@H:12]3[CH2:20][C:19]4[C:14](=[CH:15][CH:16]=[CH:17][CH:18]=4)[C@H:13]3[CH2:21][O:22][CH:23]([CH3:31])[C:24]([OH:26])=[O:25])=[O:10])=[CH:8][C:4]=2[CH:3]=1. The catalyst class is: 2. (8) Reactant: [NH:1]1[C:9]2[C:4](=[CH:5][CH:6]=[CH:7][CH:8]=2)[CH:3]=[C:2]1[C:10]([N:12]1[CH2:17][CH2:16][N:15]([CH3:18])[CH2:14][CH2:13]1)=[O:11].[CH2:19]=O.[NH:21]1[CH2:25][CH2:24][CH2:23][CH2:22]1.[OH-].[Na+]. Product: [CH3:18][N:15]1[CH2:14][CH2:13][N:12]([C:10]([C:2]2[NH:1][C:9]3[C:4]([C:3]=2[CH2:19][N:21]2[CH2:25][CH2:24][CH2:23][CH2:22]2)=[CH:5][CH:6]=[CH:7][CH:8]=3)=[O:11])[CH2:17][CH2:16]1. The catalyst class is: 86. (9) Reactant: [Si:1]([O:8][C@@H:9]1[CH2:12][C@H:11]([OH:13])[CH2:10]1)([C:4]([CH3:7])([CH3:6])[CH3:5])([CH3:3])[CH3:2].C(N(CC)CC)C.[CH3:21][C:22]1[CH:27]=[CH:26][C:25]([S:28](Cl)(=[O:30])=[O:29])=[CH:24][CH:23]=1. Product: [CH3:21][C:22]1[CH:27]=[CH:26][C:25]([S:28]([O:13][C@H:11]2[CH2:12][C@@H:9]([O:8][Si:1]([C:4]([CH3:7])([CH3:6])[CH3:5])([CH3:3])[CH3:2])[CH2:10]2)(=[O:30])=[O:29])=[CH:24][CH:23]=1. The catalyst class is: 2. (10) Reactant: OC1C=CC([CH2:8][C:9]#[N:10])=CC=1.[CH2:11]=[O:12].[OH2:13].[C:14]1([CH3:24])[CH:19]=[CH:18][C:17](S(O)(=O)=O)=[CH:16][CH:15]=1. Product: [O:12]1[C:15]2[CH:16]=[CH:17][C:18]([CH2:8][C:9]#[N:10])=[CH:19][C:14]=2[CH2:24][O:13][CH2:11]1. The catalyst class is: 11.